This data is from Catalyst prediction with 721,799 reactions and 888 catalyst types from USPTO. The task is: Predict which catalyst facilitates the given reaction. Reactant: [N:1]1[C:11]2[NH:10][C:9]3[CH:12]=[CH:13][CH:14]=[CH:15][C:8]=3[C:7](=[S:16])[NH:6][C:5]=2[CH:4]=[CH:3][CH:2]=1.F[B-](F)(F)F.[CH3:22][O+](C)C. Product: [CH3:22][S:16][C:7]1[C:8]2[CH:15]=[CH:14][CH:13]=[CH:12][C:9]=2[NH:10][C:11]2[N:1]=[CH:2][CH:3]=[CH:4][C:5]=2[N:6]=1. The catalyst class is: 4.